Dataset: NCI-60 drug combinations with 297,098 pairs across 59 cell lines. Task: Regression. Given two drug SMILES strings and cell line genomic features, predict the synergy score measuring deviation from expected non-interaction effect. Drug 1: CC1=C(C=C(C=C1)C(=O)NC2=CC(=CC(=C2)C(F)(F)F)N3C=C(N=C3)C)NC4=NC=CC(=N4)C5=CN=CC=C5. Drug 2: CCCCCOC(=O)NC1=NC(=O)N(C=C1F)C2C(C(C(O2)C)O)O. Cell line: OVCAR3. Synergy scores: CSS=-6.46, Synergy_ZIP=5.28, Synergy_Bliss=6.43, Synergy_Loewe=-3.87, Synergy_HSA=-3.89.